The task is: Predict the reactants needed to synthesize the given product.. This data is from Retrosynthesis with 50K atom-mapped reactions and 10 reaction types from USPTO. The reactants are: C[Si](C)(C)C#Cc1cnc(NCC2CCN(C(=O)[C@@H]3C[C@H]3c3ccccc3)CC2)nc1. Given the product C#Cc1cnc(NCC2CCN(C(=O)[C@@H]3C[C@H]3c3ccccc3)CC2)nc1, predict the reactants needed to synthesize it.